This data is from Full USPTO retrosynthesis dataset with 1.9M reactions from patents (1976-2016). The task is: Predict the reactants needed to synthesize the given product. (1) Given the product [Cl:28][C:29]1[CH:19]=[CH:20][C:21]([CH2:17][S:14]([NH:13][C:6]2[C:7]3[C:12](=[CH:11][CH:10]=[CH:9][CH:8]=3)[C:3]([O:2][CH3:1])=[C:4]([S:22][CH2:23][C:24]([O:26][CH3:27])=[O:25])[CH:5]=2)(=[O:15])=[O:16])=[CH:31][CH:30]=1, predict the reactants needed to synthesize it. The reactants are: [CH3:1][O:2][C:3]1[C:12]2[C:7](=[CH:8][CH:9]=[CH:10][CH:11]=2)[C:6]([NH:13][S:14]([C:17]2S[CH:19]=[CH:20][CH:21]=2)(=[O:16])=[O:15])=[CH:5][C:4]=1[S:22][CH2:23][C:24]([O:26][CH3:27])=[O:25].[Cl:28][C:29]1C=CC(CS(Cl)(=O)=O)=[CH:31][CH:30]=1. (2) The reactants are: Cl[C:2]1[N:7]=[N:6][C:5]([C:8]2[N:12]([CH2:13][CH2:14][CH3:15])[C:11]3[CH:16]=[CH:17][CH:18]=[CH:19][C:10]=3[N:9]=2)=[CH:4][CH:3]=1.[NH2:20][C:21]1[CH:22]=[N:23][C:24]([CH3:27])=[CH:25][CH:26]=1.C1C=CC(P(C2C(C3C(P(C4C=CC=CC=4)C4C=CC=CC=4)=CC=C4C=3C=CC=C4)=C3C(C=CC=C3)=CC=2)C2C=CC=CC=2)=CC=1.C([O-])([O-])=O.[K+].[K+]. Given the product [CH3:27][C:24]1[N:23]=[CH:22][C:21]([NH:20][C:2]2[N:7]=[N:6][C:5]([C:8]3[N:12]([CH2:13][CH2:14][CH3:15])[C:11]4[CH:16]=[CH:17][CH:18]=[CH:19][C:10]=4[N:9]=3)=[CH:4][CH:3]=2)=[CH:26][CH:25]=1, predict the reactants needed to synthesize it.